This data is from Full USPTO retrosynthesis dataset with 1.9M reactions from patents (1976-2016). The task is: Predict the reactants needed to synthesize the given product. Given the product [CH3:1][CH:2]([CH3:27])[C@H:3]([N:8]1[CH2:16][C:15]2[C:10](=[CH:11][C:12]([C:17]3[CH:22]=[CH:21][C:20]([N+:23]([O-:25])=[O:24])=[CH:19][C:28]=3[CH3:29])=[CH:13][CH:14]=2)[C:9]1=[O:26])[C:4]([O:6][CH3:7])=[O:5], predict the reactants needed to synthesize it. The reactants are: [CH3:1][CH:2]([CH3:27])[C@H:3]([N:8]1[CH2:16][C:15]2[C:10](=[CH:11][C:12]([C:17]3[CH:22]=[CH:21][C:20]([N+:23]([O-:25])=[O:24])=[CH:19]N=3)=[CH:13][CH:14]=2)[C:9]1=[O:26])[C:4]([O:6][CH3:7])=[O:5].[CH3:28][CH:29](C)[C@H](N1CC2C(=CC(B3OC(C)(C)C(C)(C)O3)=CC=2)C1=O)C(OC)=O.BrC1C=CC([N+]([O-])=O)=CC=1C.